From a dataset of NCI-60 drug combinations with 297,098 pairs across 59 cell lines. Regression. Given two drug SMILES strings and cell line genomic features, predict the synergy score measuring deviation from expected non-interaction effect. (1) Drug 1: C1=CC(=CC=C1CC(C(=O)O)N)N(CCCl)CCCl.Cl. Drug 2: CC(C)CN1C=NC2=C1C3=CC=CC=C3N=C2N. Cell line: NCIH23. Synergy scores: CSS=3.63, Synergy_ZIP=-0.805, Synergy_Bliss=2.83, Synergy_Loewe=1.32, Synergy_HSA=1.30. (2) Drug 1: CCC1(CC2CC(C3=C(CCN(C2)C1)C4=CC=CC=C4N3)(C5=C(C=C6C(=C5)C78CCN9C7C(C=CC9)(C(C(C8N6C=O)(C(=O)OC)O)OC(=O)C)CC)OC)C(=O)OC)O.OS(=O)(=O)O. Drug 2: CC1=C(C(=O)C2=C(C1=O)N3CC4C(C3(C2COC(=O)N)OC)N4)N. Cell line: HOP-62. Synergy scores: CSS=45.8, Synergy_ZIP=-0.464, Synergy_Bliss=-3.64, Synergy_Loewe=-12.5, Synergy_HSA=-1.65. (3) Drug 1: COC1=C(C=C2C(=C1)N=CN=C2NC3=CC(=C(C=C3)F)Cl)OCCCN4CCOCC4. Drug 2: C(CCl)NC(=O)N(CCCl)N=O. Cell line: SF-268. Synergy scores: CSS=17.6, Synergy_ZIP=-2.10, Synergy_Bliss=3.09, Synergy_Loewe=1.79, Synergy_HSA=3.13. (4) Drug 1: CNC(=O)C1=CC=CC=C1SC2=CC3=C(C=C2)C(=NN3)C=CC4=CC=CC=N4. Drug 2: C1CCN(CC1)CCOC2=CC=C(C=C2)C(=O)C3=C(SC4=C3C=CC(=C4)O)C5=CC=C(C=C5)O. Cell line: SK-OV-3. Synergy scores: CSS=5.59, Synergy_ZIP=1.94, Synergy_Bliss=6.37, Synergy_Loewe=3.91, Synergy_HSA=4.60.